The task is: Predict the product of the given reaction.. This data is from Forward reaction prediction with 1.9M reactions from USPTO patents (1976-2016). (1) Given the reactants C[O:2][C:3](=O)[CH2:4][CH2:5][C:6]1[CH:11]=[CH:10][C:9]([CH3:12])=[CH:8][CH:7]=1.O.[OH-].[Na+], predict the reaction product. The product is: [C:9]1([CH3:12])[CH:8]=[CH:7][C:6]([CH2:5][CH2:4][CH2:3][OH:2])=[CH:11][CH:10]=1. (2) The product is: [CH:20]1([C:18]([N:16]2[CH2:17][CH:14]([CH2:13][N:12]3[CH:11]=[N:10][N:9]=[C:8]3[C:5]3[CH:6]=[CH:7][C:2]([C:30]4[CH:31]=[C:32]5[C:27]([CH:26]=[CH:25][NH:24]5)=[CH:28][CH:29]=4)=[CH:3][C:4]=3[F:23])[CH2:15]2)=[O:19])[CH2:22][CH2:21]1. Given the reactants Br[C:2]1[CH:7]=[CH:6][C:5]([C:8]2[N:12]([CH2:13][CH:14]3[CH2:17][N:16]([C:18]([CH:20]4[CH2:22][CH2:21]4)=[O:19])[CH2:15]3)[CH:11]=[N:10][N:9]=2)=[C:4]([F:23])[CH:3]=1.[NH:24]1[C:32]2[C:27](=[CH:28][CH:29]=[C:30](B(O)O)[CH:31]=2)[CH:26]=[CH:25]1, predict the reaction product. (3) Given the reactants [C:1]1([N:7]=[C:8]=[O:9])[CH:6]=[CH:5][CH:4]=[CH:3][CH:2]=1.[OH:10][C@@H:11]([CH3:32])[C:12]([NH:14][CH:15]1[C:21](=[O:22])[N:20]([CH3:23])[C:19]2[CH:24]=[CH:25][CH:26]=[CH:27][C:18]=2[C:17]2[CH:28]=[CH:29][CH:30]=[CH:31][C:16]1=2)=[O:13], predict the reaction product. The product is: [CH3:23][N:20]1[C:21](=[O:22])[CH:15]([NH:14][C:12]([C@@H:11]([O:10][C:8](=[O:9])[NH:7][C:1]2[CH:6]=[CH:5][CH:4]=[CH:3][CH:2]=2)[CH3:32])=[O:13])[C:16]2[CH:31]=[CH:30][CH:29]=[CH:28][C:17]=2[C:18]2[CH:27]=[CH:26][CH:25]=[CH:24][C:19]1=2.